This data is from hERG potassium channel inhibition data for cardiac toxicity prediction from Karim et al.. The task is: Regression/Classification. Given a drug SMILES string, predict its toxicity properties. Task type varies by dataset: regression for continuous values (e.g., LD50, hERG inhibition percentage) or binary classification for toxic/non-toxic outcomes (e.g., AMES mutagenicity, cardiotoxicity, hepatotoxicity). Dataset: herg_karim. (1) The drug is C=C[C@H]1CN2CC[C@@H]1C[C@@H]2[C@@H](O)c1ccnc2ccc(OC)cc12. The result is 1 (blocker). (2) The compound is Cc1ccc(CCN(C)CCCN(C(=O)c2ccc([N+](=O)[O-])cc2)c2ccc(C)c(C)c2)cc1C. The result is 1 (blocker). (3) The molecule is CN1CCN(c2ccc3nc(-c4ccccc4)c(-c4ccc(CN5CCC(c6nnc(-c7ccc(N)nc7)[nH]6)CC5)cc4)nc3n2)CC1. The result is 1 (blocker). (4) The drug is CC(C)(C)NC(=O)c1c[nH]c2ncc(-c3nn(C4CCNCC4)c4cc(F)ccc34)nc12. The result is 1 (blocker). (5) The molecule is Cc1nccc(N2CCC3(CCN(C[C@H](O)c4ccc5c(c4C)COC5=O)CC3)C2=O)n1. The result is 0 (non-blocker). (6) The drug is COc1cnc2ccc(=O)n(C[C@@H](N)[C@H]3CC[C@H](NCc4ccc5c(n4)NC(=O)CO5)CC3)c2c1. The result is 0 (non-blocker). (7) The drug is Cc1cccc(N2CCN(CCN(C)C[C@]34CC[C@H](CC3)C4(C)C)C2=O)c1. The result is 1 (blocker). (8) The drug is OC(COc1ccc(F)cc1)CN1CCN(Cc2ccc(Cl)cc2)CC1. The result is 1 (blocker). (9) The compound is Cc1nc2ccccc2n1C1CC2CCC(C1)N2CCC1(c2cccc(F)c2)CCN(C(=O)C(C)(C)C)CC1. The result is 1 (blocker).